From a dataset of Full USPTO retrosynthesis dataset with 1.9M reactions from patents (1976-2016). Predict the reactants needed to synthesize the given product. (1) Given the product [F:1][C:2]([F:40])([F:39])[C:3]1[CH:4]=[C:5]([CH:32]=[C:33]([C:35]([F:38])([F:37])[F:36])[CH:34]=1)[CH2:6][N:7]([CH2:15][C:16]1[CH:21]=[C:20]([C:22]([F:25])([F:24])[F:23])[CH:19]=[CH:18][C:17]=1[NH:26][C:27](=[O:31])[O:28][CH2:29][CH3:30])[C:8]1[N:13]=[CH:12][C:11]([N:62]2[CH2:67][CH2:66][O:65][CH2:64][CH2:63]2)=[CH:10][N:9]=1, predict the reactants needed to synthesize it. The reactants are: [F:1][C:2]([F:40])([F:39])[C:3]1[CH:4]=[C:5]([CH:32]=[C:33]([C:35]([F:38])([F:37])[F:36])[CH:34]=1)[CH2:6][N:7]([CH2:15][C:16]1[CH:21]=[C:20]([C:22]([F:25])([F:24])[F:23])[CH:19]=[CH:18][C:17]=1[NH:26][C:27](=[O:31])[O:28][CH2:29][CH3:30])[C:8]1[N:13]=[CH:12][C:11](Br)=[CH:10][N:9]=1.C(P(C(C)(C)C)C1C=CC=CC=1C1C=CC=CC=1)(C)(C)C.[NH:62]1[CH2:67][CH2:66][O:65][CH2:64][CH2:63]1.CC(C)([O-])C.[Na+]. (2) Given the product [C:1]([O:9][CH2:10][C@@H:11]1[C:15]([O:17][C:18](=[O:20])[CH3:19])([CH3:16])[C@:14]([F:22])([CH3:21])[CH:13]([N:23]2[CH:31]=[N:30][C:29]3[C:24]2=[N:25][CH:26]=[N:27][C:28]=3[NH:39][CH2:38][C:37]2[CH:40]=[CH:41][CH:42]=[C:35]([O:34][CH3:33])[CH:36]=2)[O:12]1)(=[O:8])[C:2]1[CH:7]=[CH:6][CH:5]=[CH:4][CH:3]=1, predict the reactants needed to synthesize it. The reactants are: [C:1]([O:9][CH2:10][C@@H:11]1[C:15]([O:17][C:18](=[O:20])[CH3:19])([CH3:16])[C@:14]([F:22])([CH3:21])[CH:13]([N:23]2[CH:31]=[N:30][C:29]3[C:24]2=[N:25][CH:26]=[N:27][C:28]=3Cl)[O:12]1)(=[O:8])[C:2]1[CH:7]=[CH:6][CH:5]=[CH:4][CH:3]=1.[CH3:33][O:34][C:35]1[CH:36]=[C:37]([CH:40]=[CH:41][CH:42]=1)[CH2:38][NH2:39].O. (3) Given the product [F:1][C:2]([F:9])([F:8])[CH2:3][CH2:4][C:5]([NH:58][C:55]1[CH:56]=[CH:57][C:51]2[O:50][C:49]([C:46]3[CH:47]=[CH:48][C:43]([CH3:59])=[CH:44][CH:45]=3)=[N:53][C:52]=2[CH:54]=1)=[O:6], predict the reactants needed to synthesize it. The reactants are: [F:1][C:2]([F:9])([F:8])[CH2:3][CH2:4][C:5](O)=[O:6].CN(C(ON1N=NC2C=CC=NC1=2)=[N+](C)C)C.F[P-](F)(F)(F)(F)F.C(N(C(C)C)CC)(C)C.[C:43]1([CH3:59])[CH:48]=[CH:47][C:46]([C:49]2[O:50][C:51]3[CH:57]=[CH:56][C:55]([NH2:58])=[CH:54][C:52]=3[N:53]=2)=[CH:45][CH:44]=1. (4) Given the product [NH2:12][C:10](=[O:11])[CH:9]([NH:8][C:4]1[CH:3]=[C:2]([B:19]([OH:23])[OH:20])[CH:7]=[N:6][CH:5]=1)[C:13]1[CH:18]=[CH:17][CH:16]=[CH:15][CH:14]=1, predict the reactants needed to synthesize it. The reactants are: Br[C:2]1[CH:3]=[C:4]([NH:8][CH:9]([C:13]2[CH:18]=[CH:17][CH:16]=[CH:15][CH:14]=2)[C:10]([NH2:12])=[O:11])[CH:5]=[N:6][CH:7]=1.[B:19]1(B2OC(C)(C)C(C)(C)O2)[O:23]C(C)(C)C(C)(C)[O:20]1.C(O[K])(C)=O.C([O-])([O-])=O.[Na+].[Na+]. (5) Given the product [F:33][C:34]1[CH:39]=[CH:38][CH:37]=[C:36]([F:40])[C:35]=1[C:2]1[N:7]=[C:6]([C:8]([NH:10][C:11]2[CH:12]=[N:13][CH:14]=[CH:15][C:16]=2[C:17]2[CH2:22][CH:21]([CH3:23])[CH2:20][CH:19]([OH:24])[CH:18]=2)=[O:9])[CH:5]=[CH:4][C:3]=1[F:32], predict the reactants needed to synthesize it. The reactants are: Br[C:2]1[N:7]=[C:6]([C:8]([NH:10][C:11]2[CH:12]=[N:13][CH:14]=[CH:15][C:16]=2[C:17]2[CH2:22][CH:21]([CH3:23])[CH2:20][CH:19]([O:24][Si](C(C)(C)C)(C)C)[CH:18]=2)=[O:9])[CH:5]=[CH:4][C:3]=1[F:32].[F:33][C:34]1[CH:39]=[CH:38][CH:37]=[C:36]([F:40])[C:35]=1B(O)O.C(N(CC)CC)C. (6) Given the product [F:1][C:2]1[CH:8]=[CH:7][CH:6]=[C:5]([F:9])[C:3]=1[NH:4][CH:10]=[N:23][C:22]1[C:24]([CH3:29])=[CH:25][C:26]([CH3:28])=[CH:27][C:21]=1[CH3:20], predict the reactants needed to synthesize it. The reactants are: [F:1][C:2]1[CH:8]=[CH:7][CH:6]=[C:5]([F:9])[C:3]=1[NH2:4].[CH:10](OCC)(OCC)OCC.[CH3:20][C:21]1[CH:27]=[C:26]([CH3:28])[CH:25]=[C:24]([CH3:29])[C:22]=1[NH2:23]. (7) Given the product [CH2:1]([O:8][N:9]1[C:14]2[N:15]=[CH:16][N:17]=[C:18]([OH:27])[C:13]=2[C:12]([OH:20])=[CH:11][C:10]1=[O:26])[C:2]1[CH:7]=[CH:6][CH:5]=[CH:4][CH:3]=1, predict the reactants needed to synthesize it. The reactants are: [CH2:1]([O:8][N:9]1[C:14]2[N:15]=[CH:16][N:17]=[C:18](Cl)[C:13]=2[C:12]([OH:20])=[C:11](C(OCC)=O)[C:10]1=[O:26])[C:2]1[CH:7]=[CH:6][CH:5]=[CH:4][CH:3]=1.[O:27]1CCOCC1.Cl.C(OCC)(=O)C. (8) The reactants are: [N+:1]([C:4]1[CH:9]=[CH:8][C:7]([CH:10]2[O:14][CH2:13][CH2:12][O:11]2)=[CH:6][CH:5]=1)([O-:3])=[O:2].Cl[CH2:16][S:17]([C:20]1[C:29]2[C:24](=[CH:25][CH:26]=[CH:27][CH:28]=2)[CH:23]=[CH:22][CH:21]=1)(=[O:19])=[O:18].CC(C)([O-])C.[K+].Cl. Given the product [C:20]1([S:17]([CH2:16][C:9]2[CH:8]=[C:7]([CH:10]3[O:11][CH2:12][CH2:13][O:14]3)[CH:6]=[CH:5][C:4]=2[N+:1]([O-:3])=[O:2])(=[O:19])=[O:18])[C:29]2[C:24](=[CH:25][CH:26]=[CH:27][CH:28]=2)[CH:23]=[CH:22][CH:21]=1, predict the reactants needed to synthesize it. (9) Given the product [CH3:31][N:32]([CH3:33])[C:35](=[O:36])[O:37][N:38]1[C:42](=[O:43])[CH2:41][CH:40]([C:44]2[CH:49]=[CH:48][CH:47]=[CH:46][CH:45]=2)[C:39]1=[O:50], predict the reactants needed to synthesize it. The reactants are: CN(C)C(Cl)=O.ON1C(=O)CC(C2C=CC=CC=2)C1=O.ClC1C=CC(C(C2C=CC(Cl)=CC=2)N2C[CH2:33][N:32]([C:35]([O:37][N:38]3[C:42](=[O:43])[CH2:41][CH:40]([C:44]4[CH:49]=[CH:48][CH:47]=[CH:46][CH:45]=4)[C:39]3=[O:50])=[O:36])[CH2:31]C2)=CC=1.